Predict the product of the given reaction. From a dataset of Forward reaction prediction with 1.9M reactions from USPTO patents (1976-2016). (1) Given the reactants CO[C:3](=[O:17])[C:4]1[C:9]([C:10]([F:13])([F:12])[F:11])=[CH:8][C:7]([Cl:14])=[CH:6][C:5]=1[CH2:15]Br.[CH2:18]([C:20]1[CH:27]=[CH:26][C:23]([CH2:24][NH2:25])=[CH:22][CH:21]=1)[CH3:19].C([O-])([O-])=O.[K+].[K+].C(OCC)(=O)C, predict the reaction product. The product is: [Cl:14][C:7]1[CH:6]=[C:5]2[C:4](=[C:9]([C:10]([F:11])([F:12])[F:13])[CH:8]=1)[C:3](=[O:17])[N:25]([CH2:24][C:23]1[CH:26]=[CH:27][C:20]([CH2:18][CH3:19])=[CH:21][CH:22]=1)[CH2:15]2. (2) Given the reactants [CH2:1]([C:3]1[CH:8]=[CH:7][CH:6]=[CH:5][N:4]=1)[CH3:2].[CH2:9]([Li])[CH2:10][CH2:11][CH3:12].BrCCC=C.O, predict the reaction product. The product is: [CH3:2][CH:1]([C:3]1[CH:8]=[CH:7][CH:6]=[CH:5][N:4]=1)[CH2:12][CH2:11][CH:10]=[CH2:9]. (3) Given the reactants [CH3:1][N:2]([CH2:16][C:17]1([CH2:40][C:41]2[CH:49]=[CH:48][C:44]([C:45]([OH:47])=[O:46])=[CH:43][CH:42]=2)[CH2:22][CH2:21][N:20]([CH2:23][C:24](=[O:39])[NH:25][C:26]2[CH:31]=[CH:30][C:29]([O:32][C:33]3[CH:38]=[CH:37][CH:36]=[CH:35][CH:34]=3)=[CH:28][CH:27]=2)[CH2:19][CH2:18]1)CC1C(OC)=CC(OC)=CC=1OC, predict the reaction product. The product is: [CH3:1][NH:2][CH2:16][C:17]1([CH2:40][C:41]2[CH:42]=[CH:43][C:44]([C:45]([OH:47])=[O:46])=[CH:48][CH:49]=2)[CH2:22][CH2:21][N:20]([CH2:23][C:24](=[O:39])[NH:25][C:26]2[CH:31]=[CH:30][C:29]([O:32][C:33]3[CH:38]=[CH:37][CH:36]=[CH:35][CH:34]=3)=[CH:28][CH:27]=2)[CH2:19][CH2:18]1. (4) Given the reactants [Cl:1][C:2]1[C:7]([F:8])=[C:6]([CH2:9][CH3:10])[N:5]=[CH:4][N:3]=1.[Br:11]N1C(=O)CCC1=O.ClCCl, predict the reaction product. The product is: [Br:11][CH:9]([C:6]1[N:5]=[CH:4][N:3]=[C:2]([Cl:1])[C:7]=1[F:8])[CH3:10]. (5) Given the reactants [ClH:1].[CH2:2]1[C:6]2([CH2:11][CH2:10][NH:9][CH2:8][CH2:7]2)[CH2:5][CH2:4][N:3]1C(OC(C)(C)C)=O.[CH3:19][C:20]1([CH3:32])[CH:29]=[CH:28][C:27]2[C:22](=[C:23]([CH:30]=O)[CH:24]=[CH:25][CH:26]=2)[O:21]1, predict the reaction product. The product is: [ClH:1].[CH3:19][C:20]1([CH3:32])[CH:29]=[CH:28][C:27]2[C:22](=[C:23]([CH2:30][N:9]3[CH2:8][CH2:7][C:6]4([CH2:2][NH:3][CH2:4][CH2:5]4)[CH2:11][CH2:10]3)[CH:24]=[CH:25][CH:26]=2)[O:21]1. (6) Given the reactants [F:1][C:2]1[CH:7]=[CH:6][C:5]([C:8]2[C:9](=[O:19])[C:10]([C:14]([O:16][CH2:17][CH3:18])=[O:15])=[CH:11][NH:12][CH:13]=2)=[CH:4][CH:3]=1.C(=O)([O-])[O-].[Cs+].[Cs+].Cl[CH2:27][C:28]([CH3:31])([OH:30])[CH3:29].Cl, predict the reaction product. The product is: [F:1][C:2]1[CH:3]=[CH:4][C:5]([C:8]2[C:9](=[O:19])[C:10]([C:14]([O:16][CH2:17][CH3:18])=[O:15])=[CH:11][N:12]([CH2:27][C:28]([OH:30])([CH3:31])[CH3:29])[CH:13]=2)=[CH:6][CH:7]=1. (7) The product is: [F:9][C:8]([F:11])([F:10])[C:4]1[N:3]=[C:2]([N:12]2[CH2:17][CH2:16][NH:15][CH2:14][CH2:13]2)[CH:7]=[CH:6][CH:5]=1. Given the reactants Cl[C:2]1[CH:7]=[CH:6][CH:5]=[C:4]([C:8]([F:11])([F:10])[F:9])[N:3]=1.[NH:12]1[CH2:17][CH2:16][NH:15][CH2:14][CH2:13]1.C(N(CC)CC)C, predict the reaction product.